From a dataset of Reaction yield outcomes from USPTO patents with 853,638 reactions. Predict the reaction yield, written as a fraction of the theoretical maximum amount of product (1.0 means a 100% yield; for example, 0.34 means a 34% yield). (1) The reactants are FC(F)(F)S([O:6][C:7]1[N:12]=[C:11]2[C:13]3[N:20]([CH3:21])[N:19]=[C:18]([C:22](=[O:27])[N:23]([O:25][CH3:26])[CH3:24])[C:14]=3[CH2:15][CH2:16][CH2:17][C:10]2=[CH:9][N:8]=1)(=O)=O.[Cl:30][C:31]1[CH:36]=[C:35]([Cl:37])[CH:34]=[CH:33][C:32]=1O. The catalyst is C1COCC1. The product is [Cl:30][C:31]1[CH:36]=[C:35]([Cl:37])[CH:34]=[CH:33][C:32]=1[O:6][C:7]1[N:12]=[C:11]2[C:13]3[N:20]([CH3:21])[N:19]=[C:18]([C:22]([N:23]([O:25][CH3:26])[CH3:24])=[O:27])[C:14]=3[CH2:15][CH2:16][CH2:17][C:10]2=[CH:9][N:8]=1. The yield is 0.0200. (2) The reactants are [NH3:1].C1COCC1.[F:7][C:8]1[CH:13]=[CH:12][CH:11]=[CH:10][C:9]=1[C:14]1[O:18][N:17]=[C:16]([C:19]2[CH:20]=[C:21]([CH:25]=[CH:26][CH:27]=2)[C:22](Cl)=[O:23])[N:15]=1. The catalyst is O1CCCC1. The product is [F:7][C:8]1[CH:13]=[CH:12][CH:11]=[CH:10][C:9]=1[C:14]1[O:18][N:17]=[C:16]([C:19]2[CH:20]=[C:21]([CH:25]=[CH:26][CH:27]=2)[C:22]([NH2:1])=[O:23])[N:15]=1. The yield is 0.940. (3) The reactants are [C:10](P([C:10]([CH3:13])([CH3:12])[CH3:11])[C:10]([CH3:13])([CH3:12])[CH3:11])([CH3:13])([CH3:12])[CH3:11].[C:14]1([NH:20][C:21]2[CH:41]=[CH:40][C:24]3[O:25][C:26]4[CH:32]=[C:31]([NH:33][C:34]5[CH:39]=[CH:38][CH:37]=[CH:36][CH:35]=5)[CH:30]=[CH:29][C:27]=4[O:28][C:23]=3[CH:22]=2)[CH:19]=[CH:18][CH:17]=[CH:16][CH:15]=1.Br[C:43]1[C:56]2[CH:55]=[CH:54][C:53]3[C:48](=[CH:49][CH:50]=[CH:51][CH:52]=3)[C:47]=2[CH:46]=[CH:45][CH:44]=1.[CH3:57][C:58]([CH3:61])([O-])[CH3:59].[Na+]. The catalyst is C1(C)C(C)=CC=CC=1.C([O-])(=O)C.[Pd+2].C([O-])(=O)C.O. The product is [CH:43]1[C:56]2[CH:55]=[C:54]([N:20]([C:21]3[CH:41]=[CH:40][C:24]4[O:25][C:26]5[CH:32]=[C:31]([N:33]([C:34]6[CH:35]=[CH:36][CH:37]=[CH:38][CH:39]=6)[C:57]6[C:58]7[C:61]([C:13]8[CH:11]=[CH:10][CH:12]=[CH:12][C:10]=8[CH:11]=6)=[CH:12][CH:10]=[CH:11][CH:59]=7)[CH:30]=[CH:29][C:27]=5[O:28][C:23]=4[CH:22]=3)[C:14]3[CH:19]=[CH:18][CH:17]=[CH:16][CH:15]=3)[C:53]3[C:48](=[CH:49][CH:50]=[CH:51][CH:52]=3)[C:47]=2[CH:46]=[CH:45][CH:44]=1. The yield is 0.487. (4) The reactants are [C:1]([CH:3]1[CH2:6][N:5]([C:7](=[O:44])[C@H:8]([NH:10][C:11]([C:13]2[C:21]3[C:16](=[N:17][CH:18]=[C:19]([C:22]4[C:30]5[C:25](=[CH:26][C:27]([C:31]([CH3:34])([CH3:33])[CH3:32])=[CH:28][CH:29]=5)[N:24]([CH3:35])[N:23]=4)[N:20]=3)[N:15](COCC[Si](C)(C)C)[CH:14]=2)=[O:12])[CH3:9])[CH2:4]1)#[N:2].C(O)(C(F)(F)F)=O. The catalyst is C(Cl)Cl. The product is [C:1]([CH:3]1[CH2:4][N:5]([C:7](=[O:44])[C@H:8]([NH:10][C:11]([C:13]2[C:21]3[C:16](=[N:17][CH:18]=[C:19]([C:22]4[C:30]5[C:25](=[CH:26][C:27]([C:31]([CH3:33])([CH3:32])[CH3:34])=[CH:28][CH:29]=5)[N:24]([CH3:35])[N:23]=4)[N:20]=3)[NH:15][CH:14]=2)=[O:12])[CH3:9])[CH2:6]1)#[N:2]. The yield is 0.730. (5) The reactants are [Br:1][C:2]1[CH:3]=[C:4]2[C:8](=[CH:9][CH:10]=1)[NH:7][C:6](=[O:11])[CH2:5]2.[N:12]1([CH2:17][CH2:18][CH2:19][NH:20][C:21]([C:23]2[C:27]([CH3:28])=[C:26]([CH:29]=O)[NH:25][C:24]=2[CH3:31])=[O:22])[CH:16]=[CH:15][N:14]=[CH:13]1. No catalyst specified. The yield is 0.590. The product is [N:12]1([CH2:17][CH2:18][CH2:19][NH:20][C:21]([C:23]2[C:27]([CH3:28])=[C:26]([CH:29]=[C:5]3[C:4]4[C:8](=[CH:9][CH:10]=[C:2]([Br:1])[CH:3]=4)[NH:7][C:6]3=[O:11])[NH:25][C:24]=2[CH3:31])=[O:22])[CH:16]=[CH:15][N:14]=[CH:13]1. (6) The reactants are C(OC([N:11]1[CH2:17][C:16]2[CH:18]=[C:19]([O:22][CH3:23])[CH:20]=[CH:21][C:15]=2[NH:14][C:13](=[O:24])[CH2:12]1)=O)C1C=CC=CC=1. The catalyst is C(OCC)(=O)C.C(O)C.[Pd]. The product is [CH3:23][O:22][C:19]1[CH:20]=[CH:21][C:15]2[NH:14][C:13](=[O:24])[CH2:12][NH:11][CH2:17][C:16]=2[CH:18]=1. The yield is 0.960. (7) The reactants are C(OC([NH:8][C:9]1[CH:14]=[CH:13][C:12]([NH:15][CH2:16][C:17]([O:19][CH2:20][CH3:21])=[O:18])=[CH:11][CH:10]=1)=O)(C)(C)C.C(O)(C(F)(F)F)=O. The catalyst is ClCCl. The product is [NH2:8][C:9]1[CH:14]=[CH:13][C:12]([NH:15][CH2:16][C:17]([O:19][CH2:20][CH3:21])=[O:18])=[CH:11][CH:10]=1. The yield is 0.940.